This data is from Catalyst prediction with 721,799 reactions and 888 catalyst types from USPTO. The task is: Predict which catalyst facilitates the given reaction. Reactant: Cl.[NH2:2][C:3]1[C:4](=[O:14])[NH:5][C:6](=[O:13])[N:7]([CH2:10][CH2:11][CH3:12])[C:8]=1[NH2:9].[OH:15][C:16]12[CH2:23][CH2:22][C:19]([C:24](O)=O)([CH2:20][CH2:21]1)[CH2:18][CH2:17]2.CN(C(ON1N=NC2C=CC=NC1=2)=[N+](C)C)C.F[P-](F)(F)(F)(F)F.CCN(CC)CC.O.[OH-].[Na+].Cl. Product: [OH:15][C:16]12[CH2:23][CH2:22][C:19]([C:24]3[NH:2][C:3]4[C:4](=[O:14])[NH:5][C:6](=[O:13])[N:7]([CH2:10][CH2:11][CH3:12])[C:8]=4[N:9]=3)([CH2:20][CH2:21]1)[CH2:18][CH2:17]2. The catalyst class is: 3.